Dataset: Forward reaction prediction with 1.9M reactions from USPTO patents (1976-2016). Task: Predict the product of the given reaction. (1) Given the reactants [N:1]1[CH:6]=[CH:5][CH:4]=[C:3]([C:7]2(C(O)=O)[NH:11][CH:10]=[CH:9][S:8]2)[CH:2]=1.C([N:17]([CH2:20]C)CC)C.[N-]=[N+:23]=[N-:24].[Na+].[OH2:26], predict the reaction product. The product is: [N:1]1[CH:6]=[CH:5][CH:4]=[C:3]([C:7]2[S:8][CH:9]=[C:10]([C:20]([N:17]=[N+:23]=[N-:24])=[O:26])[N:11]=2)[CH:2]=1. (2) Given the reactants [N:1]([CH2:4][C@@H:5]([C:7]1[CH:12]=[CH:11][C:10]([O:13][CH2:14][C:15]2[CH:20]=[CH:19][CH:18]=[CH:17][CH:16]=2)=[C:9]([F:21])[CH:8]=1)[OH:6])=[N+]=[N-].C1C=CC(P(C2C=CC=CC=2)C2C=CC=CC=2)=CC=1, predict the reaction product. The product is: [NH2:1][CH2:4][C@@H:5]([C:7]1[CH:12]=[CH:11][C:10]([O:13][CH2:14][C:15]2[CH:16]=[CH:17][CH:18]=[CH:19][CH:20]=2)=[C:9]([F:21])[CH:8]=1)[OH:6]. (3) Given the reactants [CH3:1]/[CH:2]=[CH:3]/[C:4]([CH:6]1[C:11]([CH3:13])([CH3:12])[CH2:10][CH:9]=[CH:8][CH:7]1[CH3:14])=[O:5].C1CCN2C(=NCCC2)CC1.[SH:26][CH2:27][CH2:28][C:29]([O:31][CH2:32][CH2:33][CH2:34][CH3:35])=[O:30], predict the reaction product. The product is: [O:5]=[C:4]([CH:6]1[C:11]([CH3:12])([CH3:13])[CH2:10][CH:9]=[CH:8][CH:7]1[CH3:14])[CH2:3][CH:2]([S:26][CH2:27][CH2:28][C:29]([O:31][CH2:32][CH2:33][CH2:34][CH3:35])=[O:30])[CH3:1]. (4) Given the reactants [Cl:1][C:2]1[CH:11]=[C:10]2[C:5]([C:6]([OH:19])=[C:7]([C:14]([O:16]CC)=O)[C:8](=[O:13])[N:9]2[CH3:12])=[CH:4][CH:3]=1.[C:20]([NH:29][NH2:30])(=[O:28])[CH2:21][CH2:22][CH2:23][CH2:24][CH2:25][CH2:26][CH3:27], predict the reaction product. The product is: [Cl:1][C:2]1[CH:11]=[C:10]2[C:5]([C:6]([OH:19])=[C:7]([C:14]([NH:30][NH:29][C:20](=[O:28])[CH2:21][CH2:22][CH2:23][CH2:24][CH2:25][CH2:26][CH3:27])=[O:16])[C:8](=[O:13])[N:9]2[CH3:12])=[CH:4][CH:3]=1. (5) Given the reactants [CH:1]([O:3][CH3:4])=[O:2].ClC1C=CC=CC=1.[Br:12][CH2:13][C:14]1[CH:19]=[CH:18][CH:17]=[CH:16][C:15]=1[CH2:20][C:21](OC)=[O:22].C(N(CC)CC)C, predict the reaction product. The product is: [Br:12][CH2:13][C:14]1[CH:19]=[CH:18][CH:17]=[CH:16][C:15]=1[C:20](=[CH:21][OH:22])[C:1]([O:3][CH3:4])=[O:2].